This data is from Catalyst prediction with 721,799 reactions and 888 catalyst types from USPTO. The task is: Predict which catalyst facilitates the given reaction. (1) Reactant: N1C=CC(C2N(C3N=CSC=3)CC=CC=2C([O-])=O)=CC=1.Br[CH2:22][C:23]([C:25]1[C:30](=[O:31])[NH:29][C:28]([CH2:32][CH3:33])=[C:27]([C:34]([O:36][CH2:37][CH3:38])=[O:35])[CH:26]=1)=O.[CH:39]1[C:44]([C:45]([NH2:47])=[S:46])=[CH:43][CH:42]=[N:41][CH:40]=1. Product: [CH2:32]([C:28]1[NH:29][C:30](=[O:31])[C:25]([C:23]2[N:47]=[C:45]([C:44]3[CH:43]=[CH:42][N:41]=[CH:40][CH:39]=3)[S:46][CH:22]=2)=[CH:26][C:27]=1[C:34]([O:36][CH2:37][CH3:38])=[O:35])[CH3:33]. The catalyst class is: 14. (2) Reactant: [NH2:1][C:2]1[CH:11]=[C:10]2[C:5]([CH:6]=[CH:7][CH:8]=[N:9]2)=[C:4]([Cl:12])[CH:3]=1.[F:13][C:14]1[CH:19]=[CH:18][C:17]([C:20]2[CH:28]=[CH:27][C:23]([C:24](O)=[O:25])=[C:22]([CH3:29])[N:21]=2)=[CH:16][CH:15]=1.Cl.CN(C)CCCN=C=NCC. Product: [Cl:12][C:4]1[CH:3]=[C:2]([NH:1][C:24](=[O:25])[C:23]2[CH:27]=[CH:28][C:20]([C:17]3[CH:18]=[CH:19][C:14]([F:13])=[CH:15][CH:16]=3)=[N:21][C:22]=2[CH3:29])[CH:11]=[C:10]2[C:5]=1[CH:6]=[CH:7][CH:8]=[N:9]2. The catalyst class is: 172.